This data is from Retrosynthesis with 50K atom-mapped reactions and 10 reaction types from USPTO. The task is: Predict the reactants needed to synthesize the given product. Given the product C(#Cc1ccccc1)C1=NOC2(CCNCC2)C1, predict the reactants needed to synthesize it. The reactants are: CC(C)(C)OC(=O)N1CCC2(CC1)CC(C#Cc1ccccc1)=NO2.